From a dataset of Full USPTO retrosynthesis dataset with 1.9M reactions from patents (1976-2016). Predict the reactants needed to synthesize the given product. (1) Given the product [CH3:29][N:30]1[CH2:35][CH2:34][CH:33]([NH:36][C:19]([C:16]2[S:15][C:11]3[N:12]=[CH:13][N:14]=[C:9]([NH:8][C:5]4[CH:6]=[CH:7][C:2]([F:1])=[CH:3][C:4]=4[O:22][C@@H:23]4[CH2:28][CH2:27][CH2:26][O:25][CH2:24]4)[C:10]=3[C:17]=2[CH3:18])=[O:20])[CH2:32][CH2:31]1, predict the reactants needed to synthesize it. The reactants are: [F:1][C:2]1[CH:7]=[CH:6][C:5]([NH:8][C:9]2[C:10]3[C:17]([CH3:18])=[C:16]([C:19](O)=[O:20])[S:15][C:11]=3[N:12]=[CH:13][N:14]=2)=[C:4]([O:22][C@@H:23]2[CH2:28][CH2:27][CH2:26][O:25][CH2:24]2)[CH:3]=1.[CH3:29][N:30]1[CH2:35][CH2:34][CH:33]([NH2:36])[CH2:32][CH2:31]1. (2) Given the product [BrH:29].[CH3:1][NH:2][CH2:3][CH2:4][CH2:5][CH2:6][N:7]1[CH:12]([C:13]2[C:18]([CH3:19])=[CH:17][C:16]([CH3:20])=[CH:15][N:14]=2)[CH2:11][CH2:10][CH2:9][CH:8]1[C:21]1[C:26]([CH3:27])=[CH:25][C:24]([CH3:28])=[CH:23][N:22]=1, predict the reactants needed to synthesize it. The reactants are: [CH3:1][NH:2][CH2:3][CH2:4][CH2:5][CH2:6][N:7]1[CH:12]([C:13]2[C:18]([CH3:19])=[CH:17][C:16]([CH3:20])=[CH:15][N:14]=2)[CH2:11][CH2:10][CH2:9][CH:8]1[C:21]1[C:26]([CH3:27])=[CH:25][C:24]([CH3:28])=[CH:23][N:22]=1.[BrH:29]. (3) The reactants are: C(OC([NH:11][C@H:12]1[CH2:17][CH2:16][N:15]([C:18]2[O:19][C:20]([CH2:30][CH3:31])=[C:21]([C:23]([O:25][CH2:26][CH2:27][CH2:28][CH3:29])=[O:24])[N:22]=2)[CH2:14][C@H:13]1[O:32][CH2:33][CH2:34][CH3:35])=O)C1C=CC=CC=1. Given the product [NH2:11][C@H:12]1[CH2:17][CH2:16][N:15]([C:18]2[O:19][C:20]([CH2:30][CH3:31])=[C:21]([C:23]([O:25][CH2:26][CH2:27][CH2:28][CH3:29])=[O:24])[N:22]=2)[CH2:14][C@H:13]1[O:32][CH2:33][CH2:34][CH3:35], predict the reactants needed to synthesize it. (4) Given the product [CH3:1][S:2]([C:5]1[CH:25]=[CH:24][C:8]([O:9][C:10]2[CH:11]=[C:12]([CH2:20][C:21]([NH:36][S:33]([CH2:30][CH2:31][CH3:32])(=[O:35])=[O:34])=[O:23])[CH:13]=[C:14]([C:16]([F:17])([F:18])[F:19])[CH:15]=2)=[C:7]([C:26]([F:28])([F:27])[F:29])[CH:6]=1)(=[O:4])=[O:3], predict the reactants needed to synthesize it. The reactants are: [CH3:1][S:2]([C:5]1[CH:25]=[CH:24][C:8]([O:9][C:10]2[CH:11]=[C:12]([CH2:20][C:21]([OH:23])=O)[CH:13]=[C:14]([C:16]([F:19])([F:18])[F:17])[CH:15]=2)=[C:7]([C:26]([F:29])([F:28])[F:27])[CH:6]=1)(=[O:4])=[O:3].[CH2:30]([S:33]([NH2:36])(=[O:35])=[O:34])[CH2:31][CH3:32]. (5) Given the product [F:1][C:2]1[C:11]([OH:12])=[C:10]2[C:5]([C:6](=[O:14])[NH:7][CH:8]=[N:9]2)=[C:4]([C:15]2[CH:16]=[CH:17][C:18]([F:21])=[CH:19][CH:20]=2)[C:3]=1[C:22]1[CH:27]=[CH:26][C:25]([F:28])=[CH:24][CH:23]=1, predict the reactants needed to synthesize it. The reactants are: [F:1][C:2]1[C:11]([O:12]C)=[C:10]2[C:5]([C:6](=[O:14])[NH:7][CH:8]=[N:9]2)=[C:4]([C:15]2[CH:20]=[CH:19][C:18]([F:21])=[CH:17][CH:16]=2)[C:3]=1[C:22]1[CH:27]=[CH:26][C:25]([F:28])=[CH:24][CH:23]=1.B(Br)(Br)Br.CO. (6) Given the product [CH3:1][O:2][C:3](=[O:22])[CH2:4][N:5]([C:28]([C:27]1[CH:31]=[C:32]([C:34]([F:35])([F:36])[F:37])[N:33]=[C:25]([C:24]([F:39])([F:23])[F:38])[CH:26]=1)=[O:29])[C:6]1[CH:7]=[N:8][CH:9]=[CH:10][C:11]=1[C:12]1[CH:17]=[C:16]([F:18])[C:15]([F:19])=[CH:14][C:13]=1[O:20][CH3:21], predict the reactants needed to synthesize it. The reactants are: [CH3:1][O:2][C:3](=[O:22])[CH2:4][NH:5][C:6]1[CH:7]=[N:8][CH:9]=[CH:10][C:11]=1[C:12]1[CH:17]=[C:16]([F:18])[C:15]([F:19])=[CH:14][C:13]=1[O:20][CH3:21].[F:23][C:24]([F:39])([F:38])[C:25]1[CH:26]=[C:27]([CH:31]=[C:32]([C:34]([F:37])([F:36])[F:35])[N:33]=1)[C:28](O)=[O:29]. (7) Given the product [F:34][C:32]1[CH:31]=[C:30]([C:35]2[N:39]=[C:38]([CH3:40])[N:37]([CH2:41][CH2:42][C:43]([NH:46][CH2:21][CH:20]([C:11]3[C:12]4[O:17][CH2:16][C:15](=[O:18])[NH:14][C:13]=4[CH:19]=[C:9]([OH:8])[CH:10]=3)[OH:26])([CH3:44])[CH3:45])[N:36]=2)[CH:29]=[C:28]([F:27])[CH:33]=1, predict the reactants needed to synthesize it. The reactants are: C([O:8][C:9]1[CH:10]=[C:11]([C:20](=[O:26])[CH:21](OCC)O)[C:12]2[O:17][CH2:16][C:15](=[O:18])[NH:14][C:13]=2[CH:19]=1)C1C=CC=CC=1.[F:27][C:28]1[CH:29]=[C:30]([C:35]2[N:39]=[C:38]([CH3:40])[N:37]([CH2:41][CH2:42][C:43]([NH2:46])([CH3:45])[CH3:44])[N:36]=2)[CH:31]=[C:32]([F:34])[CH:33]=1.FC(F)(F)C([O-])=O. (8) The reactants are: [C:1]([C:3]1[CH:4]=[C:5]2[C:11]([NH:12][CH2:13][C:14]3[CH:19]=[CH:18][C:17]([F:20])=[C:16]([F:21])[CH:15]=3)=[N:10][N:9]([CH2:22][C:23]3[CH:28]=[CH:27][C:26]([O:29]C)=[CH:25][CH:24]=3)[C:6]2=[N:7][CH:8]=1)#[N:2].B(Br)(Br)Br. Given the product [F:21][C:16]1[CH:15]=[C:14]([CH:19]=[CH:18][C:17]=1[F:20])[CH2:13][NH:12][C:11]1[C:5]2[C:6](=[N:7][CH:8]=[C:3]([C:1]#[N:2])[CH:4]=2)[N:9]([CH2:22][C:23]2[CH:24]=[CH:25][C:26]([OH:29])=[CH:27][CH:28]=2)[N:10]=1, predict the reactants needed to synthesize it.